From a dataset of Forward reaction prediction with 1.9M reactions from USPTO patents (1976-2016). Predict the product of the given reaction. (1) Given the reactants Br[C:2]1[CH:11]=[CH:10][C:9]2[C:4](=[CH:5][CH:6]=[C:7]([O:12][CH2:13][CH2:14][CH:15](C)C)[CH:8]=2)[CH:3]=1.[CH2:18]([Li])CCC.C[O:24][B:25](OC)[O:26]C.[Cl-].[NH4+], predict the reaction product. The product is: [CH2:13]([O:12][C:7]1[CH:8]=[C:9]2[C:4](=[CH:5][CH:6]=1)[CH:3]=[C:2]([B:25]([OH:26])[OH:24])[CH:11]=[CH:10]2)[CH:14]([CH3:15])[CH3:18]. (2) Given the reactants Br[C:2]1[C:13](=[O:14])[N:12]([CH2:15][CH3:16])[C:5]2[N:6]=[C:7]([S:10][CH3:11])[N:8]=[CH:9][C:4]=2[CH:3]=1.[CH3:17][S:18]([C:21]1[CH:26]=[CH:25][C:24](B(O)O)=[CH:23][CH:22]=1)(=[O:20])=[O:19].P([O-])([O-])([O-])=O.[K+].[K+].[K+], predict the reaction product. The product is: [CH2:15]([N:12]1[C:5]2[N:6]=[C:7]([S:10][CH3:11])[N:8]=[CH:9][C:4]=2[CH:3]=[C:2]([C:24]2[CH:25]=[CH:26][C:21]([S:18]([CH3:17])(=[O:20])=[O:19])=[CH:22][CH:23]=2)[C:13]1=[O:14])[CH3:16]. (3) Given the reactants [F:1][C:2]([P:8]([C:11]([F:17])([F:16])[C:12]([F:15])([F:14])[F:13])(=[O:10])[OH:9])([F:7])[C:3]([F:6])([F:5])[F:4].[CH3:18][N:19]([C:21]([N:24]([CH3:26])[CH3:25])(Cl)[Cl:22])[CH3:20], predict the reaction product. The product is: [F:7][C:2]([P:8]([C:11]([F:16])([F:17])[C:12]([F:15])([F:14])[F:13])(=[O:9])[O-:10])([F:1])[C:3]([F:6])([F:5])[F:4].[CH3:18][N:19]([C+:21]([N:24]([CH3:26])[CH3:25])[Cl:22])[CH3:20]. (4) The product is: [Br:1][C:2]1[CH:14]=[CH:13][C:5]2[O:6][CH2:7][CH2:8][N:9]([C:15]([O:17][C:18]([CH3:21])([CH3:20])[CH3:19])=[O:16])[S:10](=[O:12])(=[O:11])[C:4]=2[CH:3]=1. Given the reactants [Br:1][C:2]1[CH:14]=[CH:13][C:5]2[O:6][CH2:7][CH2:8][NH:9][S:10](=[O:12])(=[O:11])[C:4]=2[CH:3]=1.[C:15](O[C:15]([O:17][C:18]([CH3:21])([CH3:20])[CH3:19])=[O:16])([O:17][C:18]([CH3:21])([CH3:20])[CH3:19])=[O:16], predict the reaction product. (5) Given the reactants [CH:1]([C:3]1([C:9]([O:11][CH2:12][CH3:13])=[O:10])[CH2:8][CH2:7][NH:6][CH2:5][CH2:4]1)=[CH2:2].[CH3:14][S:15](Cl)(=[O:17])=[O:16], predict the reaction product. The product is: [CH3:14][S:15]([N:6]1[CH2:5][CH2:4][C:3]([CH:1]=[CH2:2])([C:9]([O:11][CH2:12][CH3:13])=[O:10])[CH2:8][CH2:7]1)(=[O:17])=[O:16]. (6) Given the reactants [CH2:1]([O:8][C@H:9]1[C@H:15]([O:16][CH2:17][C:18]2[CH:23]=[CH:22][CH:21]=[CH:20][CH:19]=2)[C@@H:14]([O:24][CH2:25][C:26]2[CH:31]=[CH:30][CH:29]=[CH:28][CH:27]=2)[C@:13]2([C:33]3[CH:38]=[CH:37][C:36]([Cl:39])=[C:35]([CH2:40][C:41]4[CH:46]=[CH:45][C:44]([O:47][CH2:48][C:49]([F:52])([F:51])[F:50])=[CH:43][CH:42]=4)[CH:34]=3)[O:32][C@@:10]1([CH2:53][OH:54])[CH2:11][O:12]2)[C:2]1[CH:7]=[CH:6][CH:5]=[CH:4][CH:3]=1.I(C1C=CC=CC=1C(O)=O)(=O)=O, predict the reaction product. The product is: [CH2:1]([O:8][C@H:9]1[C@H:15]([O:16][CH2:17][C:18]2[CH:23]=[CH:22][CH:21]=[CH:20][CH:19]=2)[C@@H:14]([O:24][CH2:25][C:26]2[CH:31]=[CH:30][CH:29]=[CH:28][CH:27]=2)[C@:13]2([C:33]3[CH:38]=[CH:37][C:36]([Cl:39])=[C:35]([CH2:40][C:41]4[CH:42]=[CH:43][C:44]([O:47][CH2:48][C:49]([F:52])([F:51])[F:50])=[CH:45][CH:46]=4)[CH:34]=3)[O:32][C@@:10]1([CH:53]=[O:54])[CH2:11][O:12]2)[C:2]1[CH:3]=[CH:4][CH:5]=[CH:6][CH:7]=1.